From a dataset of Catalyst prediction with 721,799 reactions and 888 catalyst types from USPTO. Predict which catalyst facilitates the given reaction. (1) Reactant: [CH2:1]([N:8]1[CH2:12][CH2:11][N:10]([C@@H:13]([C:55]([CH3:58])([CH3:57])[CH3:56])[C:14]([NH:16][C@@H:17]([CH2:48][C:49]2[CH:54]=[CH:53][CH:52]=[CH:51][CH:50]=2)[C@@H:18]([OH:47])[CH2:19][C@@H:20]([NH:34][C:35]([C@@H:37]([NH:42][C:43](=[O:46])[O:44][CH3:45])[C:38]([CH3:41])([CH3:40])[CH3:39])=[O:36])[CH2:21][C:22]2[CH:27]=[CH:26][C:25]([C:28]3[CH:33]=[CH:32][CH:31]=[CH:30][N:29]=3)=[CH:24][CH:23]=2)=[O:15])[C:9]1=[O:59])[C:2]1[CH:7]=[CH:6][CH:5]=[CH:4][CH:3]=1.[CH2:60]([S:62][CH2:63][CH3:64])[CH3:61].C(OOC(=O)C1C=CC=CC=1)(=O)C1C=CC=CC=1. Product: [CH2:1]([N:8]1[CH2:12][CH2:11][N:10]([C@@H:13]([C:55]([CH3:58])([CH3:57])[CH3:56])[C:14]([NH:16][C@@H:17]([CH2:48][C:49]2[CH:54]=[CH:53][CH:52]=[CH:51][CH:50]=2)[C@@H:18]([O:47][CH:60]([S:62][CH2:63][CH3:64])[CH3:61])[CH2:19][C@@H:20]([NH:34][C:35](=[O:36])[C@H:37]([C:38]([CH3:41])([CH3:40])[CH3:39])[NH:42][C:43]([O:44][CH3:45])=[O:46])[CH2:21][C:22]2[CH:27]=[CH:26][C:25]([C:28]3[CH:33]=[CH:32][CH:31]=[CH:30][N:29]=3)=[CH:24][CH:23]=2)=[O:15])[C:9]1=[O:59])[C:2]1[CH:3]=[CH:4][CH:5]=[CH:6][CH:7]=1. The catalyst class is: 115. (2) Reactant: CP(C)C.N(C(N1CCCCC1)=O)=NC(N1CCCCC1)=O.[I:23]C.O[CH2:26][CH:27]([NH:38][C:39](=[O:45])[O:40][C:41]([CH3:44])([CH3:43])[CH3:42])[CH2:28][CH2:29][CH2:30][CH2:31][CH2:32][CH2:33][CH2:34][CH2:35][CH2:36][CH3:37]. Product: [I:23][CH2:26][CH:27]([NH:38][C:39](=[O:45])[O:40][C:41]([CH3:44])([CH3:43])[CH3:42])[CH2:28][CH2:29][CH2:30][CH2:31][CH2:32][CH2:33][CH2:34][CH2:35][CH2:36][CH3:37]. The catalyst class is: 1. (3) Reactant: [CH2:1]([O:3][C:4]1[CH:5]=[C:6]([C:13]([O:21]C)(OC)[CH2:14][CH2:15][C:16]([O-:18])=O)[CH:7]=[CH:8][C:9]=1[O:10][CH2:11][CH3:12])[CH3:2].[K+].ClC1C=C(Cl)C=C(Cl)C=1C(Cl)=O.[C:36]1([C:42]2[S:43][C:44]([NH2:53])=[C:45]([C:47]3[CH:52]=[CH:51][CH:50]=[CH:49][CH:48]=3)[N:46]=2)[CH:41]=[CH:40][CH:39]=[CH:38][CH:37]=1.Cl. Product: [CH2:1]([O:3][C:4]1[CH:5]=[C:6]([C:13](=[O:21])[CH2:14][CH2:15][C:16]([NH:53][C:44]2[S:43][C:42]([C:36]3[CH:41]=[CH:40][CH:39]=[CH:38][CH:37]=3)=[N:46][C:45]=2[C:47]2[CH:48]=[CH:49][CH:50]=[CH:51][CH:52]=2)=[O:18])[CH:7]=[CH:8][C:9]=1[O:10][CH2:11][CH3:12])[CH3:2]. The catalyst class is: 531. (4) Reactant: [Cl:1][C:2]1[CH:7]=[CH:6][C:5]([C:8]2[NH:13][C:12](=[O:14])[C:11]([C:15]#[N:16])=[CH:10][C:9]=2[C:17]2[CH:22]=[CH:21][CH:20]=[CH:19][CH:18]=2)=[CH:4][CH:3]=1.[CH2:23](Br)[C:24]1[CH:29]=[CH:28][CH:27]=[CH:26][CH:25]=1.C(=O)([O-])[O-].[Cs+].[Cs+]. Product: [CH2:23]([O:14][C:12]1[C:11]([C:15]#[N:16])=[CH:10][C:9]([C:17]2[CH:18]=[CH:19][CH:20]=[CH:21][CH:22]=2)=[C:8]([C:5]2[CH:4]=[CH:3][C:2]([Cl:1])=[CH:7][CH:6]=2)[N:13]=1)[C:24]1[CH:29]=[CH:28][CH:27]=[CH:26][CH:25]=1. The catalyst class is: 18. (5) The catalyst class is: 47. Reactant: [Cl:1][C:2]1[C:7]([CH:8]([CH3:10])[CH3:9])=[CH:6][C:5]([OH:11])=[C:4]([CH3:12])[CH:3]=1.[Cl-].[Mg+2].[Cl-].C(N(CC)CC)C.[CH2:23]=[O:24]. Product: [Cl:1][C:2]1[C:7]([CH:8]([CH3:9])[CH3:10])=[C:6]([C:5]([OH:11])=[C:4]([CH3:12])[CH:3]=1)[CH:23]=[O:24].